This data is from TCR-epitope binding with 47,182 pairs between 192 epitopes and 23,139 TCRs. The task is: Binary Classification. Given a T-cell receptor sequence (or CDR3 region) and an epitope sequence, predict whether binding occurs between them. (1) The epitope is KRWIILGLNK. The TCR CDR3 sequence is CASSKCRGKSYEQYF. Result: 1 (the TCR binds to the epitope). (2) The TCR CDR3 sequence is CASSQVTTYEQYF. The epitope is RLRPGGKKK. Result: 0 (the TCR does not bind to the epitope). (3) The epitope is HLVDFQVTI. The TCR CDR3 sequence is CASRDRGVGSPLHF. Result: 0 (the TCR does not bind to the epitope). (4) The epitope is WICLLQFAY. The TCR CDR3 sequence is CATSDSGSYEQYF. Result: 1 (the TCR binds to the epitope). (5) The epitope is IPSINVHHY. The TCR CDR3 sequence is CASSPGTSVARGQYF. Result: 0 (the TCR does not bind to the epitope). (6) The epitope is RQLLFVVEV. The TCR CDR3 sequence is CASSPGTTSTDTQYF. Result: 1 (the TCR binds to the epitope).